Dataset: Catalyst prediction with 721,799 reactions and 888 catalyst types from USPTO. Task: Predict which catalyst facilitates the given reaction. (1) Reactant: [CH2:1]([O:5][C:6]([N:8]1[CH2:12][CH2:11][CH:10]([C:13]2[CH:18]=[CH:17][C:16]([O:19]CC3C=CC=CC=3)=[CH:15][C:14]=2[O:27]CC2C=CC=CC=2)[CH2:9]1)=[O:7])[CH:2]([CH3:4])[CH3:3]. Product: [CH2:1]([O:5][C:6]([N:8]1[CH2:12][CH2:11][CH:10]([C:13]2[CH:18]=[CH:17][C:16]([OH:19])=[CH:15][C:14]=2[OH:27])[CH2:9]1)=[O:7])[CH:2]([CH3:4])[CH3:3]. The catalyst class is: 19. (2) Reactant: [F:1][C:2]([F:19])([F:18])[C:3]1[CH:8]=[CH:7][C:6]([NH:9][NH:10]C(OC(C)(C)C)=O)=[CH:5][CH:4]=1.[Cl:20][C:21]1[CH:31]=[CH:30][C:29]([CH2:32][NH:33][C:34](=[O:39])[C:35]([F:38])([F:37])[F:36])=[CH:28][C:22]=1[C:23]([N:25]=[C:26]=[O:27])=O.C(O)(C(F)(F)F)=O. Product: [Cl:20][C:21]1[CH:31]=[CH:30][C:29]([CH2:32][NH:33][C:34](=[O:39])[C:35]([F:38])([F:37])[F:36])=[CH:28][C:22]=1[C:23]1[NH:25][C:26](=[O:27])[N:9]([C:6]2[CH:7]=[CH:8][C:3]([C:2]([F:1])([F:19])[F:18])=[CH:4][CH:5]=2)[N:10]=1. The catalyst class is: 2. (3) Reactant: [C:1]([O:5][C:6](=[O:27])[CH2:7][N:8]([CH:14]([C:21]1[CH:26]=[CH:25][CH:24]=[CH:23][CH:22]=1)[C:15]1[CH:20]=[CH:19][CH:18]=[CH:17][CH:16]=1)[CH2:9][C:10](=[O:13])[CH2:11][CH3:12])([CH3:4])([CH3:3])[CH3:2].C1COCC1.[BH4-].[Na+]. Product: [C:1]([O:5][C:6](=[O:27])[CH2:7][N:8]([CH:14]([C:21]1[CH:22]=[CH:23][CH:24]=[CH:25][CH:26]=1)[C:15]1[CH:16]=[CH:17][CH:18]=[CH:19][CH:20]=1)[CH2:9][CH:10]([OH:13])[CH2:11][CH3:12])([CH3:2])([CH3:3])[CH3:4]. The catalyst class is: 5. (4) Reactant: Cl.[CH3:2][N:3]1[C:11]2[C:6](=[N:7][C:8]([C@@H:18]([NH2:20])[CH3:19])=[C:9]([C:12]3[CH:17]=[CH:16][CH:15]=[CH:14][N:13]=3)[CH:10]=2)[CH:5]=[CH:4]1.[NH2:21][C:22]1[N:27]=[C:26]([NH2:28])[C:25]([C:29]#[N:30])=[C:24](Cl)[N:23]=1.C(N(C(C)C)C(C)C)C. Product: [NH2:21][C:22]1[N:27]=[C:26]([NH2:28])[C:25]([C:29]#[N:30])=[C:24]([NH:20][C@H:18]([C:8]2[N:7]=[C:6]3[CH:5]=[CH:4][N:3]([CH3:2])[C:11]3=[CH:10][C:9]=2[C:12]2[CH:17]=[CH:16][CH:15]=[CH:14][N:13]=2)[CH3:19])[N:23]=1. The catalyst class is: 10.